This data is from Full USPTO retrosynthesis dataset with 1.9M reactions from patents (1976-2016). The task is: Predict the reactants needed to synthesize the given product. (1) Given the product [C:1]([O:5][C:6](=[O:22])[NH:7][C:8]1[CH:13]=[CH:12][C:11]([C:14]2[CH:19]=[CH:18][CH:17]=[CH:16][C:15]=2[F:20])=[CH:10][C:9]=1[NH:21][C:28](=[O:27])[CH2:29][C:30](=[O:43])[C:31]1[CH:36]=[CH:35][CH:34]=[C:33]([C:37]2[CH:42]=[N:41][CH:40]=[N:39][CH:38]=2)[CH:32]=1)([CH3:4])([CH3:2])[CH3:3], predict the reactants needed to synthesize it. The reactants are: [C:1]([O:5][C:6](=[O:22])[NH:7][C:8]1[CH:13]=[CH:12][C:11]([C:14]2[CH:19]=[CH:18][CH:17]=[CH:16][C:15]=2[F:20])=[CH:10][C:9]=1[NH2:21])([CH3:4])([CH3:3])[CH3:2].C([O:27][C:28](=O)[CH2:29][C:30](=[O:43])[C:31]1[CH:36]=[CH:35][CH:34]=[C:33]([C:37]2[CH:38]=[N:39][CH:40]=[N:41][CH:42]=2)[CH:32]=1)(C)(C)C. (2) Given the product [Br:8][C:6]1[N:7]=[C:2]([NH:27][CH2:26][C:19]2[CH:20]=[CH:21][C:22]([O:24][CH3:25])=[CH:23][C:18]=2[O:17][CH3:16])[C:3]([NH:9][CH2:10][C:11]([O:13][CH2:14][CH3:15])=[O:12])=[N:4][CH:5]=1, predict the reactants needed to synthesize it. The reactants are: Br[C:2]1[C:3]([NH:9][CH2:10][C:11]([O:13][CH2:14][CH3:15])=[O:12])=[N:4][CH:5]=[C:6]([Br:8])[N:7]=1.[CH3:16][O:17][C:18]1[CH:23]=[C:22]([O:24][CH3:25])[CH:21]=[CH:20][C:19]=1[CH2:26][NH2:27].C(N(CC)C(C)C)(C)C.